Task: Predict the reaction yield, written as a fraction of the theoretical maximum amount of product (1.0 means a 100% yield; for example, 0.34 means a 34% yield).. Dataset: Reaction yield outcomes from USPTO patents with 853,638 reactions The reactants are [F:1][C:2]([F:13])([O:4][C:5]1[CH:12]=[CH:11][C:8]([CH:9]=O)=[CH:7][CH:6]=1)[CH3:3].[NH2:14][C:15]1[N:16]=[N:17][C:18]([CH3:21])=[CH:19][CH:20]=1.C([O:24][C:25](=O)[C:26]([OH:39])=[CH:27][C:28]([C:30]1[CH:35]=[CH:34][C:33]([CH:36]([CH3:38])[CH3:37])=[CH:32][CH:31]=1)=[O:29])C. No catalyst specified. The product is [F:1][C:2]([F:13])([O:4][C:5]1[CH:12]=[CH:11][C:8]([CH:9]2[N:14]([C:15]3[N:16]=[N:17][C:18]([CH3:21])=[CH:19][CH:20]=3)[C:25](=[O:24])[C:26]([OH:39])=[C:27]2[C:28](=[O:29])[C:30]2[CH:31]=[CH:32][C:33]([CH:36]([CH3:37])[CH3:38])=[CH:34][CH:35]=2)=[CH:7][CH:6]=1)[CH3:3]. The yield is 0.260.